From a dataset of B-cell epitopes from IEDB database with 3,159 antigens for binding position prediction. Token-level Classification. Given an antigen amino acid sequence, predict which amino acid positions are active epitope sites capable of antibody binding. Output is a list of indices for active positions. (1) Given the antigen sequence: FTLIELMIVIAIVGILAAVALPAYQDYTARAQVSEAILLAEGQKSAVTEYYLNHGKWPENNTSAGVASPPSDIKGKYVKEVEVKNGVVTATMLSSGVNNEIKGKKLSLWARRENGSVKWFCGQPVTRTDDDTVADAKDGKEIDTKHLPSTCRDKASDAK, which amino acid positions are active epitope sites? The epitope positions are: [95, 96, 97, 98, 99, 100, 101, 102, 103, 104, 105, 106]. The amino acids at these positions are: GVNNEIKGKKLS. (2) Given the antigen sequence: MQLFHLCLIISCSCPTVQASKLCLGWLWDMDIDPYKEFGATVELLSFLPSDFFPSVRDLLDTASALYRDALESPEHCSPHHTALRQAILCWGELMTLATWVGVNLEDPASRDLVVSYVNTNMGLKFRQLLWFHISCLTFGRETVIEYLVSFGVWIRTPPAYRPPNAPILSTLPENTVVRRRGRSPRRRTPSPRRRRSQSPRRRRSQSPASQC, which amino acid positions are active epitope sites? The epitope positions are: [101, 102, 103, 104, 105, 106, 107, 108, 109, 110, 111, 112, 113, 114, 115]. The amino acids at these positions are: GVNLEDPASRDLVVS. (3) The epitope positions are: [90, 91, 92, 93, 94, 95]. The amino acids at these positions are: YYSPAF. Given the antigen sequence: MNKKLLMNFFIVSPLLLATTATDFTPVPLSSNQIIKTAKASTNDNIKDLLDWYSSGSDTFTNSEVLDNSLGSMRIKNTDGSISLIIFPSPYYSPAFTKGEKVDLNTKRTKKSQHTSEGTYIHFQISGVTNTEKLPTPIELPLKVKVHGKDSPLKYGPKFDKKQLAISTLDFEIRHQLTQIHGLYRSSDKTGGYWKITMNDGSTYQSDLSKKFEYNTEKPPINIDEIKTIEAEIN, which amino acid positions are active epitope sites?